Dataset: Forward reaction prediction with 1.9M reactions from USPTO patents (1976-2016). Task: Predict the product of the given reaction. (1) Given the reactants CC(C)(C)[Si]([O:6][CH:7]([CH:18]1[CH2:27][CH2:26][C:21]2([O:25][CH2:24][CH2:23][O:22]2)[CH2:20][CH2:19]1)[C:8]([F:17])([F:16])[C:9]([F:15])([F:14])[C:10]([F:13])([F:12])[F:11])(C)C.CCCC[N+](CCCC)(CCCC)CCCC.[F-], predict the reaction product. The product is: [F:17][C:8]([F:16])([C:9]([F:14])([F:15])[C:10]([F:11])([F:12])[F:13])[CH:7]([CH:18]1[CH2:19][CH2:20][C:21]2([O:22][CH2:23][CH2:24][O:25]2)[CH2:26][CH2:27]1)[OH:6]. (2) Given the reactants C(=O)([O-])[O-].[Na+].[Na+].[CH2:7]([O:14][C:15]([C:17]1[N:18]([S:23]([C:26]2[CH:31]=[CH:30][C:29]([CH3:32])=[CH:28][CH:27]=2)(=[O:25])=[O:24])[CH:19]=[C:20](I)[CH:21]=1)=[O:16])[C:8]1[CH:13]=[CH:12][CH:11]=[CH:10][CH:9]=1.[C:33]([C:36]1[CH:37]=[C:38](B(O)O)[CH:39]=[CH:40][CH:41]=1)([OH:35])=[O:34], predict the reaction product. The product is: [CH2:7]([O:14][C:15]([C:17]1[N:18]([S:23]([C:26]2[CH:31]=[CH:30][C:29]([CH3:32])=[CH:28][CH:27]=2)(=[O:25])=[O:24])[CH:19]=[C:20]([C:40]2[CH:39]=[CH:38][CH:37]=[C:36]([C:33]([OH:35])=[O:34])[CH:41]=2)[CH:21]=1)=[O:16])[C:8]1[CH:13]=[CH:12][CH:11]=[CH:10][CH:9]=1. (3) Given the reactants [NH2:1][C:2]1[CH:7]=[CH:6][CH:5]=[CH:4][CH:3]=1.C[Al](C)C.[O:12]=[C:13]1[CH:18]=[CH:17][N:16]([C:19]2[CH:24]=[CH:23][CH:22]=[C:21]([C:25]([F:28])([F:27])[F:26])[CH:20]=2)[N:15]=[C:14]1[C:29]([O:31]C)=O, predict the reaction product. The product is: [O:12]=[C:13]1[CH:18]=[CH:17][N:16]([C:19]2[CH:24]=[CH:23][CH:22]=[C:21]([C:25]([F:26])([F:27])[F:28])[CH:20]=2)[N:15]=[C:14]1[C:29]([NH:1][C:2]1[CH:7]=[CH:6][CH:5]=[CH:4][CH:3]=1)=[O:31]. (4) Given the reactants [OH:1][C@H:2]1[CH2:6][CH2:5][N:4]([C:7](=[O:10])[CH2:8][CH3:9])[CH2:3]1.[H-].[Na+].[CH2:13]([N:20]1[CH2:30][CH2:29][C:23]2[N:24]=[CH:25][N:26]=[C:27](Cl)[C:22]=2[CH2:21]1)[C:14]1[CH:19]=[CH:18][CH:17]=[CH:16][CH:15]=1, predict the reaction product. The product is: [CH2:13]([N:20]1[CH2:30][CH2:29][C:23]2[N:24]=[CH:25][N:26]=[C:27]([O:1][C@H:2]3[CH2:6][CH2:5][N:4]([C:7](=[O:10])[CH2:8][CH3:9])[CH2:3]3)[C:22]=2[CH2:21]1)[C:14]1[CH:15]=[CH:16][CH:17]=[CH:18][CH:19]=1. (5) Given the reactants [C:1]([NH:4][C:5]1[N:9]([CH2:10][C:11]([O:13][CH2:14][CH3:15])=[O:12])[N:8]=[C:7]([C:16]2[CH:21]=[CH:20][CH:19]=[CH:18][CH:17]=2)[CH:6]=1)(=[O:3])[CH3:2].[I:22](O)(=O)=O.II, predict the reaction product. The product is: [C:1]([NH:4][C:5]1[N:9]([CH2:10][C:11]([O:13][CH2:14][CH3:15])=[O:12])[N:8]=[C:7]([C:16]2[CH:17]=[CH:18][CH:19]=[CH:20][CH:21]=2)[C:6]=1[I:22])(=[O:3])[CH3:2].